The task is: Predict the product of the given reaction.. This data is from Forward reaction prediction with 1.9M reactions from USPTO patents (1976-2016). (1) The product is: [C:11]([O:15][C:16]([N:18]1[CH2:19][CH:20]=[C:21]([C:5]2[C:4]3[C:8](=[CH:9][CH:10]=[C:2]([Cl:1])[CH:3]=3)[NH:7][CH:6]=2)[CH2:22][CH2:23]1)=[O:17])([CH3:14])([CH3:12])[CH3:13]. Given the reactants [Cl:1][C:2]1[CH:3]=[C:4]2[C:8](=[CH:9][CH:10]=1)[NH:7][CH:6]=[CH:5]2.[C:11]([O:15][C:16]([N:18]1[CH2:23][CH2:22][C:21](=O)[CH2:20][CH2:19]1)=[O:17])([CH3:14])([CH3:13])[CH3:12].N1CCCC1, predict the reaction product. (2) The product is: [C:1]([O:5][N:6]=[C:7]1[C:16]2[C:11](=[CH:12][C:13]([C:17]#[C:18][CH2:19][N:55]3[CH2:56][CH2:57][N:52]([CH3:51])[CH2:53][CH2:54]3)=[CH:14][CH:15]=2)[O:10][C:9]([C:21]2[N:22]=[CH:23][C:24]3[C:29]([CH:30]=2)=[CH:28][CH:27]=[CH:26][CH:25]=3)=[CH:8]1)([CH3:3])([CH3:4])[CH3:2]. Given the reactants [C:1]([O:5][N:6]=[C:7]1[C:16]2[C:11](=[CH:12][C:13]([C:17]#[C:18][CH2:19]O)=[CH:14][CH:15]=2)[O:10][C:9]([C:21]2[N:22]=[CH:23][C:24]3[C:29]([CH:30]=2)=[CH:28][CH:27]=[CH:26][CH:25]=3)=[CH:8]1)([CH3:4])([CH3:3])[CH3:2].C(N(CC)CC)C.CS(Cl)(=O)=O.[Cl-].[NH4+].C(=O)([O-])[O-].[K+].[K+].[CH3:51][N:52]1[CH2:57][CH2:56][NH:55][CH2:54][CH2:53]1, predict the reaction product. (3) Given the reactants [N+](C1C=CC(C(O)=O)=CC=1)([O-])=O.[Cl-].C(#N)CC#N.[H-].[Na+].Cl.C([O-])(O)=O.[Na+].S(OC)(OC)(=O)=O.CO[C:36]([C:42]1[CH:47]=[CH:46][C:45]([N+:48]([O-:50])=[O:49])=[CH:44][CH:43]=1)=[C:37]([C:40]#[N:41])[C:38]#[N:39].[CH3:51][NH:52][NH2:53], predict the reaction product. The product is: [NH2:39][C:38]1[N:52]([CH3:51])[N:53]=[C:36]([C:42]2[CH:47]=[CH:46][C:45]([N+:48]([O-:50])=[O:49])=[CH:44][CH:43]=2)[C:37]=1[C:40]#[N:41]. (4) Given the reactants [C:1]([C:3]1[CH:8]=[C:7]([CH3:9])[CH:6]=[CH:5][C:4]=1[C:10]1[CH:15]=[C:14]([OH:16])[CH:13]=[C:12]([C:17]([O:19][CH3:20])=[O:18])[CH:11]=1)#[N:2].C1(P(C2C=CC=CC=2)C2C=CC=CC=2)C=CC=CC=1.O[CH2:41][CH:42]1[O:47][CH2:46][CH2:45][N:44]([C:48]([O:50][C:51]([CH3:54])([CH3:53])[CH3:52])=[O:49])[CH2:43]1.N(C(OC(C)C)=O)=NC(OC(C)C)=O, predict the reaction product. The product is: [C:1]([C:3]1[CH:8]=[C:7]([CH3:9])[CH:6]=[CH:5][C:4]=1[C:10]1[CH:11]=[C:12]([C:17]([O:19][CH3:20])=[O:18])[CH:13]=[C:14]([O:16][CH2:41][CH:42]2[O:47][CH2:46][CH2:45][N:44]([C:48]([O:50][C:51]([CH3:52])([CH3:54])[CH3:53])=[O:49])[CH2:43]2)[CH:15]=1)#[N:2]. (5) Given the reactants [C:1]1(=[O:7])[NH:6][CH2:5][CH2:4][CH2:3]C1.P(Cl)(Cl)(Cl)(Cl)Cl.[CH:14]([Cl:17])(Cl)[Cl:15], predict the reaction product. The product is: [Cl:15][C:14]1([Cl:17])[CH2:3][CH2:4][CH2:5][NH:6][C:1]1=[O:7].